This data is from Full USPTO retrosynthesis dataset with 1.9M reactions from patents (1976-2016). The task is: Predict the reactants needed to synthesize the given product. Given the product [C:1]1([C:3](=[CH:5][CH:6]=[CH:7][CH:8]=1)[O-:4])[O-:2].[Nb+5:12].[C:1]1([C:3](=[CH:5][CH:6]=[CH:7][CH:8]=1)[O-:4])[O-:2].[C:1]1([C:3](=[CH:5][CH:6]=[CH:7][CH:8]=1)[O-:4])[O-:2].[C:1]1([C:3](=[CH:5][CH:6]=[CH:7][CH:8]=1)[O-:4])[O-:2].[C:1]1([C:3](=[CH:5][CH:6]=[CH:7][CH:8]=1)[O-:4])[O-:2].[Nb+5:12], predict the reactants needed to synthesize it. The reactants are: [C:1]1([C:3](=[CH:5][CH:6]=[CH:7][CH:8]=1)[OH:4])[OH:2].[O-]CC.[Nb+5:12].[O-]CC.[O-]CC.[O-]CC.[O-]CC.